From a dataset of Full USPTO retrosynthesis dataset with 1.9M reactions from patents (1976-2016). Predict the reactants needed to synthesize the given product. (1) Given the product [Cl:16][C:2]1[C:11]2[C:6](=[CH:7][C:8]([C:12]([F:15])([F:14])[F:13])=[CH:9][CH:10]=2)[N:5]=[CH:4][CH:3]=1, predict the reactants needed to synthesize it. The reactants are: O[C:2]1[C:11]2[C:6](=[CH:7][C:8]([C:12]([F:15])([F:14])[F:13])=[CH:9][CH:10]=2)[N:5]=[CH:4][CH:3]=1.[Cl:16]CCl. (2) Given the product [Cl:1][C:2]1[CH:7]=[C:6]([F:8])[C:5]([F:9])=[CH:4][C:3]=1/[CH:10]=[CH:18]/[N+:13]([O-:19])=[O:22], predict the reactants needed to synthesize it. The reactants are: [Cl:1][C:2]1[CH:7]=[C:6]([F:8])[C:5]([F:9])=[CH:4][C:3]=1[CH2:10]O.C[N+:13]1([O-:19])[CH2:18]COCC1.C(O)(=[O:22])C.C([O-])(=O)C.[NH4+]. (3) Given the product [Cl:6][C:7]1[CH:15]=[C:14]2[C:10]([C:11]([CH:21]=[O:22])=[CH:12][NH:13]2)=[CH:9][CH:8]=1, predict the reactants needed to synthesize it. The reactants are: O=P(Cl)(Cl)Cl.[Cl:6][C:7]1[CH:15]=[C:14]2[C:10]([CH:11]=[CH:12][NH:13]2)=[CH:9][CH:8]=1.[OH-].[Na+].CN([CH:21]=[O:22])C. (4) Given the product [F:1][C:2]1[CH:9]=[CH:8][C:5]([CH2:6][NH:10][C@H:11]2[C@H:16]3[O:17][C@H:13]([CH2:14][CH2:15]3)[C@H:12]2[C:18]([O:20][CH3:21])=[O:19])=[CH:4][CH:3]=1, predict the reactants needed to synthesize it. The reactants are: [F:1][C:2]1[CH:9]=[CH:8][C:5]([CH:6]=O)=[CH:4][CH:3]=1.[NH2:10][C@H:11]1[C@H:16]2[O:17][C@H:13]([CH2:14][CH2:15]2)[C@H:12]1[C:18]([O:20][CH3:21])=[O:19].C([BH3-])#N.[Na+].C([O-])(O)=O.[Na+].